Task: Predict the reactants needed to synthesize the given product.. Dataset: Full USPTO retrosynthesis dataset with 1.9M reactions from patents (1976-2016) (1) Given the product [C:47]([O:51][C:52](=[O:61])[NH:53][C:54]([CH3:58])([CH2:55][CH2:56][CH3:57])[CH2:59][NH:60][C:15]([C:14]1[C:13]([CH3:18])=[N:12][N:11]2[C:6]([O:5][CH2:4][C:3]3[C:20]([F:24])=[CH:21][CH:22]=[CH:23][C:2]=3[Cl:1])=[CH:7][C:8]([CH3:19])=[CH:9][C:10]=12)=[O:16])([CH3:48])([CH3:49])[CH3:50], predict the reactants needed to synthesize it. The reactants are: [Cl:1][C:2]1[CH:23]=[CH:22][CH:21]=[C:20]([F:24])[C:3]=1[CH2:4][O:5][C:6]1[N:11]2[N:12]=[C:13]([CH3:18])[C:14]([C:15](O)=[O:16])=[C:10]2[CH:9]=[C:8]([CH3:19])[CH:7]=1.Cl.CN(C)CCCN=C=NCC.ON1C2C=CC=CC=2N=N1.[C:47]([O:51][C:52](=[O:61])[NH:53][C:54]([CH2:59][NH2:60])([CH3:58])[CH2:55][CH2:56][CH3:57])([CH3:50])([CH3:49])[CH3:48].C(N(CC)C(C)C)(C)C. (2) Given the product [F:27][C:28]([F:37])([F:38])[CH2:29][CH2:30][CH2:31][CH2:32][CH2:33][CH2:34][CH:35]=[O:36], predict the reactants needed to synthesize it. The reactants are: CC1(C)N([O])C(C)(C)CCC1.C(OI(C1C=CC=CC=1)OC(=O)C)(=O)C.[F:27][C:28]([F:38])([F:37])[CH2:29][CH2:30][CH2:31][CH2:32][CH2:33][CH2:34][CH2:35][OH:36].N#N. (3) Given the product [OH:42][C@@H:29]([C:30]1[CH:35]=[CH:34][C:33]([OH:36])=[C:32]([NH:37][S:38]([CH3:41])(=[O:39])=[O:40])[CH:31]=1)[CH2:28][NH:27][CH2:26][CH:23]1[CH2:22][CH2:21][N:20]([S:17]([C:14]2[CH:15]=[CH:16][C:11]([C:8]3[N:7]=[C:6]([CH2:5][CH2:4][C:3]([OH:43])=[O:2])[O:10][N:9]=3)=[CH:12][CH:13]=2)(=[O:18])=[O:19])[CH2:25][CH2:24]1, predict the reactants needed to synthesize it. The reactants are: C[O:2][C:3](=[O:43])[CH2:4][CH2:5][C:6]1[O:10][N:9]=[C:8]([C:11]2[CH:16]=[CH:15][C:14]([S:17]([N:20]3[CH2:25][CH2:24][CH:23]([CH2:26][NH:27][CH2:28][C@@H:29]([OH:42])[C:30]4[CH:35]=[CH:34][C:33]([OH:36])=[C:32]([NH:37][S:38]([CH3:41])(=[O:40])=[O:39])[CH:31]=4)[CH2:22][CH2:21]3)(=[O:19])=[O:18])=[CH:13][CH:12]=2)[N:7]=1.Cl. (4) Given the product [CH3:29][O:30][CH2:23][CH2:22][N:24]([CH2:33][CH2:32][O:31][CH3:36])[C:17]1[C:12]2[C:13](=[C:9]([C:3]3[CH:4]=[CH:5][C:6]([Cl:8])=[CH:7][C:2]=3[Cl:1])[N:10]([CH3:21])[C:11]=2[CH3:20])[N:14]=[C:15]([CH3:19])[N:16]=1, predict the reactants needed to synthesize it. The reactants are: [Cl:1][C:2]1[CH:7]=[C:6]([Cl:8])[CH:5]=[CH:4][C:3]=1[C:9]1[N:10]([CH3:21])[C:11]([CH3:20])=[C:12]2[C:17](=O)[NH:16][C:15]([CH3:19])=[N:14][C:13]=12.[C:22](#[N:24])[CH3:23].Cl.C(Cl)Cl.[CH3:29][OH:30].[O:31]1[CH2:36]CO[CH2:33][CH2:32]1. (5) The reactants are: [Cl:1][C:2]1[CH:3]=[C:4]([NH:16][C:17]2[C:26]3[C:21](=[CH:22][C:23]([O:35][CH2:36][CH2:37][O:38][CH3:39])=[C:24]([NH:27][C:28]([C@@H:30]4[CH2:34][CH2:33][CH2:32][NH:31]4)=[O:29])[CH:25]=3)[N:20]=[CH:19][N:18]=2)[CH:5]=[CH:6][C:7]=1[O:8][CH2:9][C:10]1[CH:15]=[CH:14][CH:13]=[CH:12][N:11]=1.[C:40](O)(=[O:43])[CH:41]=[CH2:42].N1C=CC=CC=1.Cl.CN(C)CCCN=C=NCC. Given the product [Cl:1][C:2]1[CH:3]=[C:4]([NH:16][C:17]2[C:26]3[C:21](=[CH:22][C:23]([O:35][CH2:36][CH2:37][O:38][CH3:39])=[C:24]([NH:27][C:28]([C@@H:30]4[CH2:34][CH2:33][CH2:32][N:31]4[C:40](=[O:43])[CH:41]=[CH2:42])=[O:29])[CH:25]=3)[N:20]=[CH:19][N:18]=2)[CH:5]=[CH:6][C:7]=1[O:8][CH2:9][C:10]1[CH:15]=[CH:14][CH:13]=[CH:12][N:11]=1, predict the reactants needed to synthesize it. (6) Given the product [CH3:11][C:8]1[CH:9]=[CH:10][C:5]([C:4]([OH:25])=[O:3])=[CH:6][C:7]=1[NH:12][C:13]1[N:18]=[C:17]([C:19]2[CH:24]=[N:23][CH:22]=[CH:21][N:20]=2)[CH:16]=[CH:15][N:14]=1, predict the reactants needed to synthesize it. The reactants are: C([O:3][C:4](=[O:25])[C:5]1[CH:10]=[CH:9][C:8]([CH3:11])=[C:7]([NH:12][C:13]2[N:18]=[C:17]([C:19]3[CH:24]=[N:23][CH:22]=[CH:21][N:20]=3)[CH:16]=[CH:15][N:14]=2)[CH:6]=1)C.C(OC(=O)C1C=CC(NC2N=C(C3C=NC=CC=3)C=CN=2)=CC=1)C. (7) Given the product [CH3:28][O:27][C:23]1[CH:22]=[C:21]([S:1][C:2]2[N:7]=[CH:6][CH:5]=[CH:4][N:3]=2)[CH:20]=[C:19]([O:18][CH3:17])[C:24]=1[O:25][CH3:26], predict the reactants needed to synthesize it. The reactants are: [SH:1][C:2]1[N:7]=[CH:6][CH:5]=[CH:4][N:3]=1.C1C(=O)N(Cl)C(=O)C1.[Br-].[CH3:17][O:18][C:19]1[CH:20]=[C:21]([Zn+])[CH:22]=[C:23]([O:27][CH3:28])[C:24]=1[O:25][CH3:26].